Dataset: Reaction yield outcomes from USPTO patents with 853,638 reactions. Task: Predict the reaction yield, written as a fraction of the theoretical maximum amount of product (1.0 means a 100% yield; for example, 0.34 means a 34% yield). (1) The reactants are C[O:2][C:3](=O)[CH2:4][C:5]1[C:6]([CH3:21])=[N:7][C:8]([C:11]2[CH:16]=[CH:15][C:14]([C:17]([F:20])([F:19])[F:18])=[CH:13][CH:12]=2)=[CH:9][CH:10]=1.[H-].[Al+3].[Li+].[H-].[H-].[H-].O. The catalyst is O1CCCC1.C(OCC)(=O)C. The product is [CH3:21][C:6]1[C:5]([CH2:4][CH2:3][OH:2])=[CH:10][CH:9]=[C:8]([C:11]2[CH:16]=[CH:15][C:14]([C:17]([F:19])([F:18])[F:20])=[CH:13][CH:12]=2)[N:7]=1. The yield is 0.795. (2) The reactants are [F:1][C:2]1[CH:7]=[CH:6][CH:5]=[C:4]([F:8])[C:3]=1[C:9]([NH:11][C:12]1[CH:17]=[CH:16][C:15]([C:18]2[N:22]([CH3:23])[N:21]=[C:20]([C:24]([F:27])([F:26])[F:25])[CH:19]=2)=[CH:14][CH:13]=1)=O.Cl.C(OCC)(=O)C. The catalyst is C1COCC1. The product is [F:1][C:2]1[CH:7]=[CH:6][CH:5]=[C:4]([F:8])[C:3]=1[CH2:9][NH:11][C:12]1[CH:17]=[CH:16][C:15]([C:18]2[N:22]([CH3:23])[N:21]=[C:20]([C:24]([F:27])([F:25])[F:26])[CH:19]=2)=[CH:14][CH:13]=1. The yield is 0.510. (3) The reactants are S(O[CH:12]1[CH2:17][CH2:16][CH:15]([C:18]([O:20][CH2:21][CH3:22])=[O:19])[CH2:14][CH2:13]1)(C1C=CC(C)=CC=1)(=O)=O.[NH:23]1[CH:27]=[CH:26][CH:25]=[N:24]1.C(=O)([O-])[O-].[Cs+].[Cs+]. The catalyst is CN(C)C=O. The product is [N:23]1([CH:12]2[CH2:13][CH2:14][CH:15]([C:18]([O:20][CH2:21][CH3:22])=[O:19])[CH2:16][CH2:17]2)[CH:27]=[CH:26][CH:25]=[N:24]1. The yield is 0.290. (4) The reactants are [CH:1]([C:4]1[CH:9]=[CH:8][CH:7]=[CH:6][C:5]=1[NH:10][C:11]([NH:13]/[N:14]=[CH:15]/[C:16]1[CH:17]=[C:18]2[C:37](=[CH:38][CH:39]=1)[C:22]1[N:23]=[CH:24][N:25]([C:26]3[CH:31]=[CH:30][C:29]([O:32][C:33]([F:36])([F:35])[F:34])=[CH:28][CH:27]=3)[C:21]=1[CH:20]=[CH:19]2)=[S:12])([CH3:3])[CH3:2].Br[CH2:41][C:42](OC)=[O:43]. The catalyst is C(O)C. The product is [CH:1]([C:4]1[CH:9]=[CH:8][CH:7]=[CH:6][C:5]=1[N:10]1[C:42](=[O:43])[CH2:41][S:12]/[C:11]/1=[N:13]/[N:14]=[CH:15]\[C:16]1[CH:17]=[C:18]2[C:37](=[CH:38][CH:39]=1)[C:22]1[N:23]=[CH:24][N:25]([C:26]3[CH:31]=[CH:30][C:29]([O:32][C:33]([F:35])([F:36])[F:34])=[CH:28][CH:27]=3)[C:21]=1[CH:20]=[CH:19]2)([CH3:3])[CH3:2]. The yield is 0.660. (5) The reactants are [Br:1][C:2]1[N:3]=[C:4]([C@@H:8]2[CH2:12][CH2:11][CH2:10][N:9]2[C:13]([O:15][C:16]([CH3:19])([CH3:18])[CH3:17])=[O:14])[NH:5][C:6]=1Br.[O-]S([O-])=O.[Na+].[Na+]. The product is [Br:1][C:2]1[NH:3][C:4]([C@@H:8]2[CH2:12][CH2:11][CH2:10][N:9]2[C:13]([O:15][C:16]([CH3:19])([CH3:18])[CH3:17])=[O:14])=[N:5][CH:6]=1. The catalyst is O1CCOCC1.O. The yield is 0.520. (6) The reactants are [CH3:1][C:2]([CH3:32])([CH3:31])[C:3](=[O:30])[CH2:4][O:5][C:6]1[CH:11]=[CH:10][C:9]([C:12]([C:17]2[S:21][C:20]3[CH:22]=[C:23]([C:26](O)=[O:27])[CH:24]=[CH:25][C:19]=3[CH:18]=2)([CH2:15][CH3:16])[CH2:13][CH3:14])=[CH:8][C:7]=1[CH3:29].C(Cl)CCl.Cl.C[O:39][C:40](=[O:43])[CH2:41][NH2:42]. The catalyst is CN(C1C=CN=CC=1)C. The product is [CH3:32][C:2]([CH3:1])([CH3:31])[C:3](=[O:30])[CH2:4][O:5][C:6]1[CH:11]=[CH:10][C:9]([C:12]([C:17]2[S:21][C:20]3[CH:22]=[C:23]([C:26]([NH:42][CH2:41][C:40]([OH:39])=[O:43])=[O:27])[CH:24]=[CH:25][C:19]=3[CH:18]=2)([CH2:15][CH3:16])[CH2:13][CH3:14])=[CH:8][C:7]=1[CH3:29]. The yield is 0.910. (7) The product is [ClH:29].[CH2:26]([C:11]1([C:14]([C:16]2[CH:25]=[CH:24][C:23]3[C:18](=[CH:19][CH:20]=[CH:21][CH:22]=3)[N:17]=2)=[O:15])[CH2:12][CH2:13][NH:8][CH2:9][CH2:10]1)[CH2:27][CH3:28]. The catalyst is CO. The yield is 0.800. The reactants are C(OC([N:8]1[CH2:13][CH2:12][C:11]([CH2:26][CH2:27][CH3:28])([C:14]([C:16]2[CH:25]=[CH:24][C:23]3[C:18](=[CH:19][CH:20]=[CH:21][CH:22]=3)[N:17]=2)=[O:15])[CH2:10][CH2:9]1)=O)(C)(C)C.[ClH:29]. (8) The reactants are IN1C(=O)CCC1=O.[C:9]([NH:12][CH2:13][CH2:14][CH2:15][S:16]([O:19][CH2:20][C:21]([CH3:26])([CH3:25])[CH2:22][CH:23]=[O:24])(=[O:18])=[O:17])(=[O:11])[CH3:10].[CH2:27]([OH:34])[C:28]1[CH:33]=[CH:32][CH:31]=[CH:30][CH:29]=1. The catalyst is C(#N)C.O. The product is [C:9]([NH:12][CH2:13][CH2:14][CH2:15][S:16]([O:19][CH2:20][C:21]([CH3:26])([CH3:25])[CH2:22][C:23]([O:34][CH2:27][C:28]1[CH:33]=[CH:32][CH:31]=[CH:30][CH:29]=1)=[O:24])(=[O:18])=[O:17])(=[O:11])[CH3:10]. The yield is 0.0500. (9) The reactants are [H-].[Na+].[C:3]1([CH2:9][C:10]#[N:11])[CH:8]=[CH:7][CH:6]=[CH:5][CH:4]=1.Br[CH2:13][CH2:14][CH2:15][CH2:16]Br.CCOCC. The catalyst is CS(C)=O. The product is [C:3]1([C:9]2([C:10]#[N:11])[CH2:16][CH2:15][CH2:14][CH2:13]2)[CH:8]=[CH:7][CH:6]=[CH:5][CH:4]=1. The yield is 0.787. (10) The catalyst is CN(C=O)C. The reactants are O[CH2:2][C:3]1[N:7]([CH2:8][C:9]([CH3:12])([OH:11])[CH3:10])[N:6]=[C:5]([N+:13]([O-:15])=[O:14])[CH:4]=1.[H-].[Na+].C1(C)C=CC(S(Cl)(=O)=O)=CC=1.[Cl-].[NH4+]. The yield is 0.220. The product is [CH3:10][C:9]1([CH3:12])[O:11][CH2:2][C:3]2=[CH:4][C:5]([N+:13]([O-:15])=[O:14])=[N:6][N:7]2[CH2:8]1.